This data is from TCR-epitope binding with 47,182 pairs between 192 epitopes and 23,139 TCRs. The task is: Binary Classification. Given a T-cell receptor sequence (or CDR3 region) and an epitope sequence, predict whether binding occurs between them. (1) The epitope is ISPRTLNAW. The TCR CDR3 sequence is CASRTQRWETQYF. Result: 1 (the TCR binds to the epitope). (2) The epitope is RLRPGGKKR. The TCR CDR3 sequence is CSVNAGAGDYGYTF. Result: 0 (the TCR does not bind to the epitope). (3) The epitope is FPPTSFGPL. The TCR CDR3 sequence is CASSSAKGGMGEQYF. Result: 1 (the TCR binds to the epitope). (4) The epitope is RQLLFVVEV. The TCR CDR3 sequence is CASSQTGDYEQYF. Result: 1 (the TCR binds to the epitope). (5) The epitope is SFHSLHLLF. The TCR CDR3 sequence is CASGLGTDTQYF. Result: 1 (the TCR binds to the epitope). (6) The epitope is YIFFASFYY. The TCR CDR3 sequence is CASSSGQPIYNEQFF. Result: 1 (the TCR binds to the epitope). (7) The epitope is HTTDPSFLGRY. The TCR CDR3 sequence is CASSEGTSGANVLTF. Result: 1 (the TCR binds to the epitope).